Dataset: Forward reaction prediction with 1.9M reactions from USPTO patents (1976-2016). Task: Predict the product of the given reaction. (1) Given the reactants [CH2:1]([C:8]([NH:19][C:20]([O:22][C:23]([CH3:26])([CH3:25])[CH3:24])=[O:21])([C:14]([O:16][CH2:17][CH3:18])=[O:15])[C:9]([O:11][CH2:12][CH3:13])=[O:10])[C:2]1[CH:7]=[CH:6][CH:5]=[CH:4][CH:3]=1.[CH2:27]([O:34][C:35](=[O:40])[CH2:36][C:37]([O-])=[O:38])[C:28]1[CH:33]=[CH:32][CH:31]=[CH:30][CH:29]=1.C(N(CC)C(C)C)(C)C.Cl.CN(C)CCCN=C=NCC, predict the reaction product. The product is: [CH2:1]([C:8]([N:19]([C:37](=[O:38])[CH2:36][C:35]([O:34][CH2:27][C:28]1[CH:29]=[CH:30][CH:31]=[CH:32][CH:33]=1)=[O:40])[C:20]([O:22][C:23]([CH3:24])([CH3:26])[CH3:25])=[O:21])([C:14]([O:16][CH2:17][CH3:18])=[O:15])[C:9]([O:11][CH2:12][CH3:13])=[O:10])[C:2]1[CH:3]=[CH:4][CH:5]=[CH:6][CH:7]=1. (2) Given the reactants C(=O)([O-])[O-].[K+].[K+].[OH:7][C:8]1[CH:9]=[C:10]([B:14]2[O:22][C:19]([CH3:21])([CH3:20])[C:16]([CH3:18])([CH3:17])[O:15]2)[CH:11]=[CH:12][CH:13]=1.[CH3:23][O:24][CH2:25][CH2:26]Br, predict the reaction product. The product is: [CH3:23][O:24][CH2:25][CH2:26][O:7][C:8]1[CH:9]=[C:10]([B:14]2[O:22][C:19]([CH3:21])([CH3:20])[C:16]([CH3:17])([CH3:18])[O:15]2)[CH:11]=[CH:12][CH:13]=1. (3) Given the reactants Cl[C:2]1[C:7]([C:8]([F:11])([F:10])[F:9])=[CH:6][CH:5]=[CH:4][N:3]=1.[CH3:12][C:13]1[CH:18]=[CH:17][C:16](B(O)O)=[CH:15][CH:14]=1.C([O-])([O-])=O.[Na+].[Na+], predict the reaction product. The product is: [CH3:12][C:13]1[CH:18]=[CH:17][C:16]([C:2]2[C:7]([C:8]([F:11])([F:10])[F:9])=[CH:6][CH:5]=[CH:4][N:3]=2)=[CH:15][CH:14]=1. (4) Given the reactants CC1(C)C(C)(C)OB([C:9]2[CH:22]=[CH:21][C:12]([O:13][CH2:14][C:15]3[CH:20]=[CH:19][N:18]=[CH:17][CH:16]=3)=[C:11]([C:23]([F:26])([F:25])[F:24])[CH:10]=2)O1.[NH2:28][C:29]1[C:30]([C:38]#[N:39])=[N:31][C:32](Cl)=[CH:33][C:34]=1[NH:35][CH3:36].C1(P(C2CCCCC2)C2CCCCC2)CCCCC1.P([O-])([O-])([O-])=O.[K+].[K+].[K+], predict the reaction product. The product is: [NH2:28][C:29]1[C:30]([C:38]#[N:39])=[N:31][C:32]([C:9]2[CH:22]=[CH:21][C:12]([O:13][CH2:14][C:15]3[CH:16]=[CH:17][N:18]=[CH:19][CH:20]=3)=[C:11]([C:23]([F:24])([F:25])[F:26])[CH:10]=2)=[CH:33][C:34]=1[NH:35][CH3:36].